This data is from Full USPTO retrosynthesis dataset with 1.9M reactions from patents (1976-2016). The task is: Predict the reactants needed to synthesize the given product. Given the product [NH2:1][C:2]1[C:10]2[CH2:9][CH2:8][N:7]([CH2:11][C:12]3[O:13][CH:14]=[CH:15][CH:16]=3)[C:6](=[O:17])[C:5]=2[N:4]([C:18](=[O:21])[CH2:26][CH2:27][N:29]2[CH2:34][CH2:33][N:32]([C:35]3[CH:40]=[CH:39][CH:38]=[CH:37][CH:36]=3)[CH2:31][CH2:30]2)[N:3]=1, predict the reactants needed to synthesize it. The reactants are: [NH2:1][C:2]1[C:10]2[CH2:9][CH2:8][N:7]([CH2:11][C:12]3[O:13][CH:14]=[CH:15][CH:16]=3)[C:6](=[O:17])[C:5]=2[NH:4][N:3]=1.[C:18](=[O:21])([O-])[O-].[K+].[K+].ClC[CH2:26][C:27]([N:29]1[CH2:34][CH2:33][N:32]([C:35]2[CH:40]=[CH:39][CH:38]=[CH:37][CH:36]=2)[CH2:31][CH2:30]1)=O.